Dataset: Catalyst prediction with 721,799 reactions and 888 catalyst types from USPTO. Task: Predict which catalyst facilitates the given reaction. Reactant: [Cl:1][C:2]1[N:7]=[CH:6][C:5]2[C:8](I)=[N:9][N:10]([CH:11]([CH3:13])[CH3:12])[C:4]=2[CH:3]=1.[CH2:15]1[C:18]2([CH2:21][NH:20][CH2:19]2)[CH2:17][O:16]1.C(=O)([O-])[O-].[Cs+].[Cs+].C1(P(C2C=CC=CC=2)C2C3OC4C(=CC=CC=4P(C4C=CC=CC=4)C4C=CC=CC=4)C(C)(C)C=3C=CC=2)C=CC=CC=1. Product: [Cl:1][C:2]1[N:7]=[CH:6][C:5]2[C:8]([N:20]3[CH2:21][C:18]4([CH2:15][O:16][CH2:17]4)[CH2:19]3)=[N:9][N:10]([CH:11]([CH3:13])[CH3:12])[C:4]=2[CH:3]=1. The catalyst class is: 584.